Predict the product of the given reaction. From a dataset of Forward reaction prediction with 1.9M reactions from USPTO patents (1976-2016). (1) The product is: [C:10]([O:4][CH2:3][C:2]([CH2:7][OH:8])([CH2:5][OH:6])[CH2:1][OH:9])(=[O:14])[CH2:11][CH2:12][CH3:13]. Given the reactants [CH2:1]([OH:9])[C:2]([CH2:7][OH:8])([CH2:5][OH:6])[CH2:3][OH:4].[C:10](O)(=[O:14])[CH2:11][CH2:12][CH3:13].C1(C)C(C)=CC=CC=1, predict the reaction product. (2) Given the reactants S(=O)(=O)(O)O.[CH:6]1([CH2:11][C:12]([OH:14])=[O:13])[CH2:10][CH2:9][CH2:8][CH2:7]1.[CH3:15][CH2:16]O, predict the reaction product. The product is: [CH2:15]([O:13][C:12](=[O:14])[CH2:11][CH:6]1[CH2:10][CH2:9][CH2:8][CH2:7]1)[CH3:16]. (3) The product is: [C:1]([O:5][C:6]([NH:8][C:9]1[N:14]=[C:13]([CH2:15][C:16]([NH:28][CH2:27][C:26]2[CH:29]=[C:22]([Cl:21])[CH:23]=[CH:24][C:25]=2[N:30]2[CH:34]=[N:33][N:32]=[N:31]2)=[O:18])[C:12]([C:19]#[N:20])=[CH:11][CH:10]=1)=[O:7])([CH3:2])([CH3:3])[CH3:4]. Given the reactants [C:1]([O:5][C:6]([NH:8][C:9]1[N:14]=[C:13]([CH2:15][C:16]([OH:18])=O)[C:12]([C:19]#[N:20])=[CH:11][CH:10]=1)=[O:7])([CH3:4])([CH3:3])[CH3:2].[Cl:21][C:22]1[CH:23]=[CH:24][C:25]([N:30]2[CH:34]=[N:33][N:32]=[N:31]2)=[C:26]([CH:29]=1)[CH2:27][NH2:28].ON1C2N=CC=CC=2N=N1.C(N=C=NCCCN(C)C)C, predict the reaction product. (4) Given the reactants Cl[C:2]1[CH:23]=[CH:22][C:5]([C:6]([NH:8][C:9]2[CH:14]=[CH:13][C:12]([Cl:15])=[C:11]([C:16]3[CH:21]=[CH:20][CH:19]=[CH:18][N:17]=3)[CH:10]=2)=[O:7])=[C:4]([CH3:24])[N:3]=1.[CH3:25][C@H:26]1[NH:31][CH2:30][CH2:29][NH:28][CH2:27]1, predict the reaction product. The product is: [Cl:15][C:12]1[CH:13]=[CH:14][C:9]([NH:8][C:6](=[O:7])[C:5]2[CH:22]=[CH:23][C:2]([N:28]3[CH2:29][CH2:30][NH:31][C@H:26]([CH3:25])[CH2:27]3)=[N:3][C:4]=2[CH3:24])=[CH:10][C:11]=1[C:16]1[CH:21]=[CH:20][CH:19]=[CH:18][N:17]=1. (5) Given the reactants [F:1][C:2]1[CH:18]=[CH:17][C:5]([CH2:6][NH:7][C:8]([C:10]2[S:14][C:13](Br)=[N:12][C:11]=2[CH3:16])=[O:9])=[CH:4][CH:3]=1.[I:19][C:20]1[CH:25]=[N:24][CH:23]=[C:22](I)[N:21]=1, predict the reaction product. The product is: [F:1][C:2]1[CH:18]=[CH:17][C:5]([CH2:6][NH:7][C:8]([C:10]2[S:14][C:13]([C:22]3[CH:23]=[N:24][CH:25]=[C:20]([I:19])[N:21]=3)=[N:12][C:11]=2[CH3:16])=[O:9])=[CH:4][CH:3]=1. (6) Given the reactants [Cl:1][C:2]1[CH:7]=[C:6]([CH3:8])[CH:5]=[CH:4][C:3]=1[OH:9].[N:10]([O-:12])=[O:11].[Na+].C(OC(C)C)(C)C.S(=O)(=O)(O)O, predict the reaction product. The product is: [Cl:1][C:2]1[CH:7]=[C:6]([CH3:8])[CH:5]=[C:4]([N+:10]([O-:12])=[O:11])[C:3]=1[OH:9]. (7) Given the reactants [F:1][C:2]1[C:3]2[N:10]([C:11]([CH3:15])([CH3:14])[CH2:12][OH:13])[CH:9]=[C:8]([I:16])[C:4]=2[CH:5]=[N:6][CH:7]=1.N1C(C)=CC=CC=1C.[CH3:25][C:26]([Si:29](OS(C(F)(F)F)(=O)=O)([CH3:31])[CH3:30])([CH3:28])[CH3:27], predict the reaction product. The product is: [C:26]([Si:29]([CH3:31])([CH3:30])[O:13][CH2:12][C:11]([N:10]1[C:3]2[C:2]([F:1])=[CH:7][N:6]=[CH:5][C:4]=2[C:8]([I:16])=[CH:9]1)([CH3:14])[CH3:15])([CH3:28])([CH3:27])[CH3:25]. (8) Given the reactants [CH2:1]([OH:23])[CH2:2]CCCCCCCCCCCCCCCCCCCC.C(N=C=O)CCCCC[N:30]=[C:31]=[O:32].C1C=C(CN=C=O)C=C(CN=C=O)C=1.[C:50]([O-:63])(=[O:62])[CH2:51][CH2:52]CCCCCCCCC.C([Sn+2]CCCC)CCC.[C:50]([O-:63])(=[O:62])[CH2:51][CH2:52]CCCCCCCCC.COC1C=CC(O)=CC=1, predict the reaction product. The product is: [C:50]([OH:63])(=[O:62])[CH:51]=[CH2:52].[NH2:30][C:31]([O:23][CH2:1][CH3:2])=[O:32]. (9) Given the reactants [C:1]([C:3]1[CH:8]=[CH:7][C:6]([CH:9]2[CH2:14][CH2:13][N:12]([C:15]([C:17]3[CH:18]=[CH:19][C:20]([CH3:36])=[C:21]([NH:23][S:24]([C:27]4[CH:35]=[CH:34][CH:33]=[CH:32][C:28]=4[C:29]([OH:31])=O)(=[O:26])=[O:25])[CH:22]=3)=[O:16])[CH2:11][CH2:10]2)=[CH:5][CH:4]=1)#[N:2].N.Cl.CN(C)CCCN=C=NCC.CCOC(C)=O, predict the reaction product. The product is: [O:26]=[S:24]1(=[O:25])[C:27]2[CH:35]=[CH:34][CH:33]=[CH:32][C:28]=2[C:29](=[O:31])[N:23]1[C:21]1[CH:22]=[C:17]([CH:18]=[CH:19][C:20]=1[CH3:36])[C:15]([N:12]1[CH2:11][CH2:10][CH:9]([C:6]2[CH:7]=[CH:8][C:3]([C:1]#[N:2])=[CH:4][CH:5]=2)[CH2:14][CH2:13]1)=[O:16].